The task is: Regression. Given a peptide amino acid sequence and an MHC pseudo amino acid sequence, predict their binding affinity value. This is MHC class I binding data.. This data is from Peptide-MHC class I binding affinity with 185,985 pairs from IEDB/IMGT. (1) The peptide sequence is RRQDILDLWIY. The MHC is HLA-A02:02 with pseudo-sequence HLA-A02:02. The binding affinity (normalized) is 0.0501. (2) The peptide sequence is YVYPDNLPR. The MHC is HLA-B07:02 with pseudo-sequence HLA-B07:02. The binding affinity (normalized) is 0.0847. (3) The MHC is HLA-A26:01 with pseudo-sequence HLA-A26:01. The peptide sequence is LSPGMMMGM. The binding affinity (normalized) is 0.0847. (4) The peptide sequence is NWLNNNIQF. The MHC is HLA-A23:01 with pseudo-sequence HLA-A23:01. The binding affinity (normalized) is 0.524. (5) The peptide sequence is YLSRTQRLA. The MHC is HLA-A02:01 with pseudo-sequence HLA-A02:01. The binding affinity (normalized) is 0.566.